Dataset: NCI-60 drug combinations with 297,098 pairs across 59 cell lines. Task: Regression. Given two drug SMILES strings and cell line genomic features, predict the synergy score measuring deviation from expected non-interaction effect. (1) Drug 1: CC1=C(N=C(N=C1N)C(CC(=O)N)NCC(C(=O)N)N)C(=O)NC(C(C2=CN=CN2)OC3C(C(C(C(O3)CO)O)O)OC4C(C(C(C(O4)CO)O)OC(=O)N)O)C(=O)NC(C)C(C(C)C(=O)NC(C(C)O)C(=O)NCCC5=NC(=CS5)C6=NC(=CS6)C(=O)NCCC[S+](C)C)O. Drug 2: COC1=C2C(=CC3=C1OC=C3)C=CC(=O)O2. Cell line: OVCAR-4. Synergy scores: CSS=6.84, Synergy_ZIP=-3.86, Synergy_Bliss=-1.29, Synergy_Loewe=-5.71, Synergy_HSA=-1.05. (2) Drug 1: CN1C2=C(C=C(C=C2)N(CCCl)CCCl)N=C1CCCC(=O)O.Cl. Drug 2: C1=NNC2=C1C(=O)NC=N2. Cell line: SW-620. Synergy scores: CSS=4.30, Synergy_ZIP=1.13, Synergy_Bliss=3.98, Synergy_Loewe=1.16, Synergy_HSA=1.43. (3) Drug 1: CC12CCC3C(C1CCC2=O)CC(=C)C4=CC(=O)C=CC34C. Drug 2: C(=O)(N)NO. Cell line: SK-MEL-28. Synergy scores: CSS=14.4, Synergy_ZIP=3.82, Synergy_Bliss=5.61, Synergy_Loewe=-20.9, Synergy_HSA=5.14.